Task: Predict which catalyst facilitates the given reaction.. Dataset: Catalyst prediction with 721,799 reactions and 888 catalyst types from USPTO (1) Reactant: Br[C:2]1[C:3]([NH2:8])=[N:4][CH:5]=[CH:6][CH:7]=1.[F:9][C:10]1[CH:11]=[C:12]([C:19]2[CH:24]=[CH:23][CH:22]=[CH:21][CH:20]=2)[CH:13]=[CH:14][C:15]=1B(O)O.C(=O)([O-])[O-].[Na+].[Na+].O. Product: [F:9][C:10]1[CH:11]=[C:12]([C:19]2[CH:20]=[CH:21][CH:22]=[CH:23][CH:24]=2)[CH:13]=[CH:14][C:15]=1[C:2]1[C:3]([NH2:8])=[N:4][CH:5]=[CH:6][CH:7]=1. The catalyst class is: 57. (2) Reactant: ClC1C=CC(NC2N(C)C3C=C(OC)C(O[C:20]4([C:26](O)=O)[CH:25]=[CH:24][CH:23]=[CH:22][NH:21]4)=CC=3N=2)=CC=1.N1(CCN)CCCC1.C[N:40]([C:42]([O:46]N1N=NC2C=CC=CC1=2)=[N+](C)C)C.F[P-](F)(F)(F)(F)F.C(N(CC)C(C)C)(C)C. Product: [N:21]1([CH2:20][CH2:26][NH:40][CH:42]=[O:46])[CH2:22][CH2:23][CH2:24][CH2:25]1. The catalyst class is: 7. (3) Reactant: C(O[BH-](OC(=O)C)OC(=O)C)(=O)C.[Na+].[F:15][C:16]([F:52])([F:51])[C:17]1[CH:18]=[C:19]([CH:44]=[C:45]([C:47]([F:50])([F:49])[F:48])[CH:46]=1)[CH2:20][N:21]([C:38]1[N:39]=[N:40][N:41]([CH3:43])[N:42]=1)[C@H:22]1[CH2:28][CH2:27][CH2:26][NH:25][C:24]2[CH:29]=[C:30]([C:34]([F:37])([F:36])[F:35])[C:31]([CH3:33])=[CH:32][C:23]1=2.[CH3:53][O:54][C:55](=[O:65])[C:56]1[CH:61]=[C:60]([CH:62]=O)[CH:59]=[CH:58][C:57]=1[F:64].C(O)(=O)C. Product: [CH3:53][O:54][C:55](=[O:65])[C:56]1[CH:61]=[C:60]([CH2:62][N:25]2[CH2:26][CH2:27][CH2:28][C@H:22]([N:21]([CH2:20][C:19]3[CH:44]=[C:45]([C:47]([F:50])([F:48])[F:49])[CH:46]=[C:17]([C:16]([F:51])([F:15])[F:52])[CH:18]=3)[C:38]3[N:39]=[N:40][N:41]([CH3:43])[N:42]=3)[C:23]3[CH:32]=[C:31]([CH3:33])[C:30]([C:34]([F:35])([F:36])[F:37])=[CH:29][C:24]2=3)[CH:59]=[CH:58][C:57]=1[F:64]. The catalyst class is: 245.